This data is from Peptide-MHC class I binding affinity with 185,985 pairs from IEDB/IMGT. The task is: Regression. Given a peptide amino acid sequence and an MHC pseudo amino acid sequence, predict their binding affinity value. This is MHC class I binding data. (1) The peptide sequence is VSSPDAVTTY. The MHC is HLA-A24:02 with pseudo-sequence HLA-A24:02. The binding affinity (normalized) is 0. (2) The peptide sequence is RLPFRPTTGR. The MHC is Patr-A0101 with pseudo-sequence Patr-A0101. The binding affinity (normalized) is 0.851. (3) The peptide sequence is TSSQQKADWI. The MHC is HLA-B57:01 with pseudo-sequence HLA-B57:01. The binding affinity (normalized) is 0.274.